This data is from Forward reaction prediction with 1.9M reactions from USPTO patents (1976-2016). The task is: Predict the product of the given reaction. (1) Given the reactants C[C@@:2]([C:14]1[CH:19]=[CH:18][CH:17]=[CH:16][C:15]=1[Cl:20])([NH:6][CH2:7][CH2:8][C:9]1[S:10][CH:11]=[CH:12][CH:13]=1)[C:3]([O-:5])=O.[CH2:21]=[O:22].S(=O)(=O)(O)[O-].[C:28](OCC)(=O)C, predict the reaction product. The product is: [CH3:21][O:22][C:3]([C@@H:2]([N:6]1[CH2:28][C:13]2[CH:12]=[CH:11][S:10][C:9]=2[CH2:8][CH2:7]1)[C:14]1[C:15]([Cl:20])=[CH:16][CH:17]=[CH:18][CH:19]=1)=[O:5]. (2) Given the reactants C([O:3][P:4]([CH2:9][O:10][C@H:11]([CH3:23])[CH2:12][N:13]1[CH:21]=[N:20][C:19]2[C:14]1=[N:15][CH:16]=[N:17][C:18]=2[NH2:22])([O:6]CC)=[O:5])C.Br[Si](C)(C)C, predict the reaction product. The product is: [P:4]([CH2:9][O:10][C@H:11]([CH3:23])[CH2:12][N:13]1[CH:21]=[N:20][C:19]2[C:14]1=[N:15][CH:16]=[N:17][C:18]=2[NH2:22])([OH:5])([OH:6])=[O:3].